Dataset: Reaction yield outcomes from USPTO patents with 853,638 reactions. Task: Predict the reaction yield, written as a fraction of the theoretical maximum amount of product (1.0 means a 100% yield; for example, 0.34 means a 34% yield). (1) The reactants are O.[ClH:2].[OH:3][C:4]([C:34]1[CH:39]=[CH:38][CH:37]=[CH:36][CH:35]=1)([C:28]1[CH:33]=[CH:32][CH:31]=[CH:30][CH:29]=1)[CH:5]1[CH2:10][CH2:9][N:8]([CH2:11][CH2:12][CH2:13][CH:14]([C:16]2[CH:21]=[CH:20][C:19]([C:22]([CH3:27])([CH3:26])[C:23]([OH:25])=[O:24])=[CH:18][CH:17]=2)[OH:15])[CH2:7][CH2:6]1.O. The catalyst is C(C(C)=O)C. The product is [ClH:2].[OH:3][C:4]([C:34]1[CH:35]=[CH:36][CH:37]=[CH:38][CH:39]=1)([C:28]1[CH:29]=[CH:30][CH:31]=[CH:32][CH:33]=1)[CH:5]1[CH2:10][CH2:9][N:8]([CH2:11][CH2:12][CH2:13][CH:14]([C:16]2[CH:21]=[CH:20][C:19]([C:22]([CH3:27])([CH3:26])[C:23]([OH:25])=[O:24])=[CH:18][CH:17]=2)[OH:15])[CH2:7][CH2:6]1. The yield is 0.979. (2) The reactants are [NH2:1][C:2]1[N:7]=[CH:6][C:5]([C:8]2[C:13]([F:14])=[CH:12][C:11]([C:15]3[C:16]([SH:21])=[CH:17][CH:18]=[CH:19][CH:20]=3)=[CH:10][CH:9]=2)=[CH:4][N:3]=1.Cl[C:23]1[N:28]=[CH:27][CH:26]=[CH:25][N:24]=1.C1C=CC(P(C2C=CC=CC=2)C2C=CC=CC=2)=CC=1. The catalyst is CN(C=O)C. The product is [F:14][C:13]1[CH:12]=[C:11]([C:15]2[C:16]([S:21][C:23]3[N:28]=[CH:27][CH:26]=[CH:25][N:24]=3)=[CH:17][CH:18]=[CH:19][CH:20]=2)[CH:10]=[CH:9][C:8]=1[C:5]1[CH:6]=[N:7][C:2]([NH2:1])=[N:3][CH:4]=1. The yield is 0.450.